Dataset: TCR-epitope binding with 47,182 pairs between 192 epitopes and 23,139 TCRs. Task: Binary Classification. Given a T-cell receptor sequence (or CDR3 region) and an epitope sequence, predict whether binding occurs between them. (1) The epitope is NLWNTFTRL. The TCR CDR3 sequence is CASSTSGETQYF. Result: 0 (the TCR does not bind to the epitope). (2) The epitope is LLWNGPMAV. The TCR CDR3 sequence is CSAPQRQANTGELFF. Result: 1 (the TCR binds to the epitope).